The task is: Predict which catalyst facilitates the given reaction.. This data is from Catalyst prediction with 721,799 reactions and 888 catalyst types from USPTO. (1) Reactant: [C:1]([O:6][CH2:7][CH2:8][OH:9])(=[O:5])[C:2]([CH3:4])=[CH2:3].[CH3:10][N:11]([CH3:16])[C:12](=[O:15])[CH:13]=[CH2:14].[C:17]([OH:21])(=[O:20])[CH:18]=[CH2:19].N(C(C1NCCN=1)(C)C)=NC(C1NCCN=1)(C)C. Product: [C:1]([O:6][CH2:7][CH2:8][OH:9])(=[O:5])[C:2]([CH3:4])=[CH2:3].[CH3:10][N:11]([CH3:16])[C:12](=[O:15])[CH:13]=[CH2:14].[C:17]([OH:21])(=[O:20])[CH:18]=[CH2:19]. The catalyst class is: 148. (2) Reactant: Br[C:2]1[N:10]=[CH:9][N:8]=[C:7]2[C:3]=1[N:4]=[CH:5][NH:6]2.[NH2:11][CH:12]([C:14]1[C:19]([C:20]2[CH:25]=[CH:24][CH:23]=[C:22]([F:26])[CH:21]=2)=[C:18]([N:27]([S:32]([CH3:35])(=[O:34])=[O:33])[S:28]([CH3:31])(=[O:30])=[O:29])[C:17]([CH3:36])=[C:16]([Cl:37])[CH:15]=1)[CH3:13].C(N(CC)C(C)C)(C)C. Product: [Cl:37][C:16]1[CH:15]=[C:14]([CH:12]([NH:11][C:2]2[N:10]=[CH:9][N:8]=[C:7]3[C:3]=2[N:4]=[CH:5][NH:6]3)[CH3:13])[C:19]([C:20]2[CH:25]=[CH:24][CH:23]=[C:22]([F:26])[CH:21]=2)=[C:18]([N:27]([S:28]([CH3:31])(=[O:29])=[O:30])[S:32]([CH3:35])(=[O:34])=[O:33])[C:17]=1[CH3:36]. The catalyst class is: 32. (3) Reactant: [N:1]([C@@H:4]([C@@H:43]([C:50]1[CH:55]=[CH:54][C:53]([Cl:56])=[CH:52][CH:51]=1)[CH:44]1[CH2:49][CH2:48][O:47][CH2:46][CH2:45]1)[C:5]([NH:7][C:8]1[CH:9]=[N:10][CH:11]=[C:12]([F:42])[C:13]=1[CH2:14][CH2:15][C@H:16]([NH:30][S:31]([C:34]1[CH:39]=[CH:38][C:37]([O:40][CH3:41])=[CH:36][CH:35]=1)(=[O:33])=[O:32])[CH2:17][N:18]([CH2:26][C@H:27](O)[CH3:28])[C:19](=[O:25])[O:20][C:21]([CH3:24])([CH3:23])[CH3:22])=[O:6])=[N+:2]=[N-:3].CC(OC(/N=N/C(OC(C)C)=O)=O)C.C1(P(C2C=CC=CC=2)C2C=CC=CC=2)C=CC=CC=1. Product: [N:1]([C@@H:4]([C@@H:43]([C:50]1[CH:55]=[CH:54][C:53]([Cl:56])=[CH:52][CH:51]=1)[CH:44]1[CH2:49][CH2:48][O:47][CH2:46][CH2:45]1)[C:5]([NH:7][C:8]1[CH:9]=[N:10][CH:11]=[C:12]([F:42])[C:13]=1[CH2:14][CH2:15][C@@H:16]1[N:30]([S:31]([C:34]2[CH:39]=[CH:38][C:37]([O:40][CH3:41])=[CH:36][CH:35]=2)(=[O:32])=[O:33])[C@@H:27]([CH3:28])[CH2:26][N:18]([C:19]([O:20][C:21]([CH3:22])([CH3:23])[CH3:24])=[O:25])[CH2:17]1)=[O:6])=[N+:2]=[N-:3]. The catalyst class is: 1. (4) Product: [F:18][C:14]1[CH:13]=[C:12]([CH:17]=[CH:16][CH:15]=1)[CH2:11][C:6]1([CH3:19])[NH:5][C:3](=[O:4])[CH2:2][NH:21][C:7]1=[O:8]. Reactant: Cl[CH2:2][C:3]([NH:5][C:6]([CH3:19])([CH2:11][C:12]1[CH:17]=[CH:16][CH:15]=[C:14]([F:18])[CH:13]=1)[C:7](OC)=[O:8])=[O:4].O.[NH3:21]. The catalyst class is: 5. (5) Reactant: [NH:1]1[C:5]2=[N:6][CH:7]=[CH:8][CH:9]=[C:4]2[CH:3]=[C:2]1[CH2:10][OH:11].[CH3:12][C:13]([Si:16](Cl)([CH3:18])[CH3:17])([CH3:15])[CH3:14].N1C=CN=C1. Product: [Si:16]([O:11][CH2:10][C:2]1[NH:1][C:5]2=[N:6][CH:7]=[CH:8][CH:9]=[C:4]2[CH:3]=1)([C:13]([CH3:15])([CH3:14])[CH3:12])([CH3:18])[CH3:17]. The catalyst class is: 2.